This data is from Forward reaction prediction with 1.9M reactions from USPTO patents (1976-2016). The task is: Predict the product of the given reaction. (1) Given the reactants C([O:3][C:4](=[O:34])[CH2:5][S:6][C:7]1[S:11][C:10]([NH:12][C:13]([N:15]([C:22]2[CH:27]=[CH:26][CH:25]=[C:24]([C:28]([N:30]3[CH2:33][CH2:32][CH2:31]3)=[O:29])[CH:23]=2)[CH2:16][CH:17]2[CH2:21][CH2:20][CH2:19][CH2:18]2)=[O:14])=[N:9][CH:8]=1)C.C1(CN(C2C=CC(S(C)(=O)=O)=CC=2)C(=O)NC2SC=C(CC(O)=O)N=2)CCCC1.N1(C(C2C=CC=C(NCC3CCCC3)C=2)=O)CCC1.C(OC(=O)CSC1SC(N)=NC=1)C, predict the reaction product. The product is: [N:30]1([C:28]([C:24]2[CH:23]=[C:22]([N:15]([CH2:16][CH:17]3[CH2:21][CH2:20][CH2:19][CH2:18]3)[C:13](=[O:14])[NH:12][C:10]3[S:11][C:7]([S:6][CH2:5][C:4]([OH:34])=[O:3])=[CH:8][N:9]=3)[CH:27]=[CH:26][CH:25]=2)=[O:29])[CH2:31][CH2:32][CH2:33]1. (2) The product is: [CH2:30]([O:29][C:27](=[O:28])[CH2:26][N:25]([C:21]([CH3:24])([CH3:23])[CH3:22])[C:12]([C:10]1[CH:9]=[CH:8][C:7]([N:15]2[CH2:18][C:17]([F:20])([F:19])[CH2:16]2)=[C:6]([O:5][CH2:4][CH:1]2[CH2:2][CH2:3]2)[N:11]=1)=[O:14])[CH3:31]. Given the reactants [CH:1]1([CH2:4][O:5][C:6]2[N:11]=[C:10]([C:12]([OH:14])=O)[CH:9]=[CH:8][C:7]=2[N:15]2[CH2:18][C:17]([F:20])([F:19])[CH2:16]2)[CH2:3][CH2:2]1.[C:21]([NH:25][CH2:26][C:27]([O:29][CH2:30][CH3:31])=[O:28])([CH3:24])([CH3:23])[CH3:22].CN(C(ON1N=NC2C=CC=CC1=2)=[N+](C)C)C.[B-](F)(F)(F)F.CCN(C(C)C)C(C)C, predict the reaction product. (3) Given the reactants [OH:1][CH:2]([C:6]1[CH:7]=[C:8]([CH:13]=[CH:14][C:15]=1[CH3:16])[C:9]([O:11][CH3:12])=[O:10])[CH2:3][CH:4]=[CH2:5].[CH2:17]([Zn]CC)C.ICI, predict the reaction product. The product is: [CH:4]1([CH2:3][CH:2]([C:6]2[CH:7]=[C:8]([CH:13]=[CH:14][C:15]=2[CH3:16])[C:9]([O:11][CH3:12])=[O:10])[OH:1])[CH2:17][CH2:5]1. (4) Given the reactants [Cl:1][Si](C)(C)C.[CH3:6][CH:7]([CH3:14])[C:8](=[O:13])[CH2:9][C:10](=[O:12])[CH3:11].CS(C)=O, predict the reaction product. The product is: [Cl:1][CH:9]([C:8](=[O:13])[CH:7]([CH3:14])[CH3:6])[C:10](=[O:12])[CH3:11]. (5) Given the reactants Br[C:2]1[CH:10]=[CH:9][CH:8]=[C:7]2[C:3]=1[C:4]([C:15]([N:17]1[CH2:22][CH2:21][CH:20]([C:23]3[CH:24]=[C:25]([CH:34]=[CH:35][C:36]=3[F:37])[CH2:26][NH:27][C:28](=[O:33])[C:29]([F:32])([F:31])[F:30])[CH2:19][CH2:18]1)=[O:16])=[CH:5][N:6]2[CH2:11][CH2:12][O:13][CH3:14].[C:38]1(B(O)O)[CH:43]=[CH:42][CH:41]=[CH:40][CH:39]=1.C(=O)([O-])[O-].[Cs+].[Cs+].C(Cl)Cl, predict the reaction product. The product is: [F:32][C:29]([F:31])([F:30])[C:28]([NH:27][CH2:26][C:25]1[CH:34]=[CH:35][C:36]([F:37])=[C:23]([CH:20]2[CH2:19][CH2:18][N:17]([C:15]([C:4]3[C:3]4[C:7](=[CH:8][CH:9]=[CH:10][C:2]=4[C:38]4[CH:43]=[CH:42][CH:41]=[CH:40][CH:39]=4)[N:6]([CH2:11][CH2:12][O:13][CH3:14])[CH:5]=3)=[O:16])[CH2:22][CH2:21]2)[CH:24]=1)=[O:33].